This data is from Catalyst prediction with 721,799 reactions and 888 catalyst types from USPTO. The task is: Predict which catalyst facilitates the given reaction. (1) Reactant: [F:1][C:2]1[CH:3]=[CH:4][C:5]([N+:20]([O-])=O)=[C:6]([CH:19]=1)[O:7][CH:8]([CH3:18])[CH2:9][NH:10][C:11](=[O:17])[O:12][C:13]([CH3:16])([CH3:15])[CH3:14]. Product: [NH2:20][C:5]1[CH:4]=[CH:3][C:2]([F:1])=[CH:19][C:6]=1[O:7][CH:8]([CH3:18])[CH2:9][NH:10][C:11](=[O:17])[O:12][C:13]([CH3:14])([CH3:15])[CH3:16]. The catalyst class is: 19. (2) Reactant: C(N(CC)CC)C.Cl.C(N=C=NCCCN(C)C)C.[F:20][C:21]1[CH:22]=[C:23]2[C:27](=[CH:28][CH:29]=1)[NH:26][CH:25]=[C:24]2[CH:30]1[CH2:35][CH2:34][CH:33]([C:36]([OH:38])=O)[CH2:32][CH2:31]1.[CH3:39][O:40][C:41]1[CH:47]=[CH:46][C:44]([NH2:45])=[CH:43][C:42]=1[N:48]1[CH2:53][CH2:52][N:51]([CH3:54])[CH2:50][CH2:49]1. Product: [CH3:39][O:40][C:41]1[CH:47]=[CH:46][C:44]([NH:45][C:36]([CH:33]2[CH2:32][CH2:31][CH:30]([C:24]3[C:23]4[C:27](=[CH:28][CH:29]=[C:21]([F:20])[CH:22]=4)[NH:26][CH:25]=3)[CH2:35][CH2:34]2)=[O:38])=[CH:43][C:42]=1[N:48]1[CH2:49][CH2:50][N:51]([CH3:54])[CH2:52][CH2:53]1. The catalyst class is: 4. (3) Reactant: [C:1]1([N:7]2[C:12](=[O:13])[C:11]3[S:14][CH:15]=[C:16]([C:17]4[CH:22]=[CH:21][CH:20]=[CH:19][CH:18]=4)[C:10]=3[N:9]=[CH:8]2)[CH:6]=[CH:5][CH:4]=[CH:3][CH:2]=1.N[C:24]1C(C2C=CC=CC=2)=CS[C:25]=1C(OC)=O.C(OCC)(OCC)OCC.C(C1C=CC(N)=CC=1)C. Product: [CH2:24]([C:4]1[CH:5]=[CH:6][C:1]([N:7]2[C:12](=[O:13])[C:11]3[S:14][CH:15]=[C:16]([C:17]4[CH:18]=[CH:19][CH:20]=[CH:21][CH:22]=4)[C:10]=3[N:9]=[CH:8]2)=[CH:2][CH:3]=1)[CH3:25]. The catalyst class is: 15. (4) Reactant: [O:1]=[C:2]([C:6]1[CH:11]=[CH:10][CH:9]=[CH:8][CH:7]=1)[CH2:3][C:4]#[N:5].[CH3:12][C:13]1[CH:19]=[CH:18][C:16]([NH2:17])=[CH:15][CH:14]=1. Product: [CH3:12][C:13]1[CH:19]=[CH:18][C:16]([NH:17][C:4](=[NH:5])[CH2:3][C:2](=[O:1])[C:6]2[CH:7]=[CH:8][CH:9]=[CH:10][CH:11]=2)=[CH:15][CH:14]=1. The catalyst class is: 8. (5) Reactant: [F:1][C:2]1[CH:7]=[CH:6][C:5]([C:8]([F:11])([F:10])[F:9])=[CH:4][C:3]=1[N:12]=[C:13]=[O:14].[F:15][C:16]1[CH:22]=[C:21]([I:23])[CH:20]=[CH:19][C:17]=1[NH2:18]. Product: [F:15][C:16]1[CH:22]=[C:21]([I:23])[CH:20]=[CH:19][C:17]=1[NH:18][C:13]([NH:12][C:3]1[CH:4]=[C:5]([C:8]([F:11])([F:10])[F:9])[CH:6]=[CH:7][C:2]=1[F:1])=[O:14]. The catalyst class is: 7. (6) Reactant: [Si]([O:8][C@@H:9]([CH2:29][CH2:30][CH2:31][CH2:32][CH3:33])/[CH:10]=[CH:11]/[C@@H:12]1[C@@H:19]2[C@@H:15]([CH:16]=[C:17]([CH2:20][CH2:21][CH2:22][CH2:23][C:24]([O:26][CH3:27])=[O:25])[CH2:18]2)[CH2:14][C@H:13]1[OH:28])(C(C)(C)C)(C)C.C([O-])(=O)CCCC.CCCC[N+](CCCC)(CCCC)CCCC.[F-].O. The catalyst class is: 1. Product: [OH:28][C@H:13]1[C@H:12](/[CH:11]=[CH:10]/[C@@H:9]([OH:8])[CH2:29][CH2:30][CH2:31][CH2:32][CH3:33])[C@@H:19]2[C@@H:15]([CH:16]=[C:17]([CH2:20][CH2:21][CH2:22][CH2:23][C:24]([O:26][CH3:27])=[O:25])[CH2:18]2)[CH2:14]1.[OH:28][C@@H:13]1[C@@H:12](/[CH:11]=[CH:10]/[C@@H:9]([OH:8])[CH2:29][CH2:30][CH2:31][CH2:32][CH3:33])[C@H:19]2[C@H:15]([CH:16]=[C:17]([CH2:20][CH2:21][CH2:22][CH2:23][C:24]([O:26][CH3:27])=[O:25])[CH2:18]2)[CH2:14]1. (7) Reactant: [CH2:1]([C:3]1[NH:4][CH:5]=[CH:6][C:7](=[O:10])[C:8]=1[OH:9])[CH3:2].[OH-].[Na+].C([O-])(O)=O.[Na+].[F:18][C:19]([F:24])([F:23])[CH:20](O)[OH:21]. Product: [CH2:1]([C:3]1[NH:4][CH:5]=[C:6]([CH:20]([OH:21])[C:19]([F:24])([F:23])[F:18])[C:7](=[O:10])[C:8]=1[OH:9])[CH3:2]. The catalyst class is: 6. (8) Reactant: CCN(C(C)C)C(C)C.[CH3:10][O:11][C:12]1[CH:13]=[CH:14][CH:15]=[C:16]2[C:21]=1[O:20][C:19](=[O:22])[C:18]([C:23]([OH:25])=O)=[CH:17]2.CN(C(ON1N=NC2C=CC=NC1=2)=[N+](C)C)C.F[P-](F)(F)(F)(F)F.[CH3:50][N:51]([CH3:65])[C:52]1[N:57]=[CH:56][C:55]([C:58]2[CH:59]=[C:60]([NH2:64])[CH:61]=[CH:62][CH:63]=2)=[CH:54][CH:53]=1. Product: [CH3:50][N:51]([CH3:65])[C:52]1[N:57]=[CH:56][C:55]([C:58]2[CH:59]=[C:60]([NH:64][C:23]([C:18]3[C:19](=[O:22])[O:20][C:21]4[C:16]([CH:17]=3)=[CH:15][CH:14]=[CH:13][C:12]=4[O:11][CH3:10])=[O:25])[CH:61]=[CH:62][CH:63]=2)=[CH:54][CH:53]=1. The catalyst class is: 3.